From a dataset of M1 muscarinic receptor antagonist screen with 61,756 compounds. Binary Classification. Given a drug SMILES string, predict its activity (active/inactive) in a high-throughput screening assay against a specified biological target. (1) The molecule is O=C(NC1CCCCC1)Nc1cc(ccc1)C(=O)C. The result is 0 (inactive). (2) The drug is S(c1n(c(nn1)CNc1ccc(OC)cc1)c1c(OC)cccc1)CC#N. The result is 0 (inactive). (3) The compound is O=C(N1CCCc2c1cccc2)Cn1c(=O)c2nnn(c2nc1)c1ccc(OC)cc1. The result is 0 (inactive). (4) The compound is S(=O)(=O)(NCc1ncccc1)c1cc2oc(=O)n(c2cc1)C. The result is 0 (inactive).